This data is from Experimentally validated miRNA-target interactions with 360,000+ pairs, plus equal number of negative samples. The task is: Binary Classification. Given a miRNA mature sequence and a target amino acid sequence, predict their likelihood of interaction. (1) The miRNA is hsa-miR-6819-5p with sequence UUGGGGUGGAGGGCCAAGGAGC. The protein sequence of the target gene is MSEKSVEAAAELSAKDLKEKKEKVEEKASRKERKKEVVEEEENGAEEEEEETAEDGEEEDEGEEEDEEEEEEDDEGPALKRAAEEEDEADPKRQKTENGASA. Result: 1 (interaction). (2) The protein sequence of the target gene is MADGEEPEKKRRRIEELLAEKMAVDGGCGDTGDWEGRWNHVKKFLERSGPFTHPDFEPSTESLQFLLDTCKVLVIGAGGLGCELLKNLALSGFRQIHVIDMDTIDVSNLNRQFLFRPKDIGRPKAEVAAEFLNDRVPNCNVVPHFNKIQDFNDTFYRQFHIIVCGLDSIIARRWINGMLISLLNYEDGVLDPSSIVPLIDGGTEGFKGNARVILPGMTACIECTLELYPPQVNFPMCTIASMPRLPEHCIEYVRMLQWPKEQPFGEGVPLDGDDPEHIQWIFQKSLERASQYNIRGVTYR.... The miRNA is hsa-miR-155-5p with sequence UUAAUGCUAAUCGUGAUAGGGGUU. Result: 1 (interaction). (3) The miRNA is mmu-miR-3098-3p with sequence UUCUGCUGCCUGCCUUUAGGA. The protein sequence of the target gene is MAEDPEAVLQLPAAPAAAAGESLLELSPETAIPEPPSSVAVSPGTEEPPGDTKKKIDILLKAVGDTPIMKTKKWAVERTRTVQALIDFIRKFLRLLASEQLFIYVNQSFAPSPDQEVGTLYECFGSDGKLVLHYCKSQAWG. Result: 0 (no interaction). (4) The miRNA is hsa-miR-1-3p with sequence UGGAAUGUAAAGAAGUAUGUAU. The protein sequence of the target gene is MSTTQRKDDSHLFTSSCTRQLQVQEDRQQQEKYVIAQPIFVFEKGEHNFKRPAEDSLEETAEPEFTGFLRKRVRSSSVTLHTTDPQSQGVATLSQTRLRSSSFTDVPTFPPCRPVRKNNVFMTSRLLQRSDDMNNVEQGPPMRSSEQVLRPAVLQPSQTQSCQKAGTTFGPGALKSYKTKEKAEHEISEVGSSSSLLSENLPNARSSIQLSTDPCISEAPSGCQPKEDKCSFTSCSSDFVFGENMVERVLGTQKLTQPPLQNLSYAKEKTFKSVLKFPNAVSNSDSIENISLVESAAAFS.... Result: 0 (no interaction).